From a dataset of Full USPTO retrosynthesis dataset with 1.9M reactions from patents (1976-2016). Predict the reactants needed to synthesize the given product. (1) Given the product [CH3:39][CH:37]1[CH2:38][C:33](=[O:32])[CH:34]=[C:35]([B:9]2[O:10][C:11]([CH3:16])([CH3:17])[C:12]([CH3:14])([CH3:15])[O:13]2)[CH2:36]1, predict the reactants needed to synthesize it. The reactants are: [CH3:16][C:11]1([CH3:17])[C:12]([CH3:15])([CH3:14])[O:13][B:9]([B:9]2[O:13][C:12]([CH3:15])([CH3:14])[C:11]([CH3:17])([CH3:16])[O:10]2)[O:10]1.CC([O-])=O.[K+].C(Cl)Cl.FC(F)(F)S([O:32][C:33]1[CH2:38][CH:37]([CH3:39])[CH2:36][C:35](=O)[CH:34]=1)(=O)=O. (2) Given the product [CH3:19][O:21][C:5]1[CH:4]=[C:13]([CH:12]=[CH:11][C:10]=1[O:9][CH3:8])[CH:14]=[O:16], predict the reactants needed to synthesize it. The reactants are: [OH-].[K+].O[C:4]1[C:13]([C:14](=[O:16])C)=[CH:12][CH:11]=[C:10]2[C:5]=1C=C[C:8](C)(C)[O:9]2.[CH2:19]([OH:21])C.